From a dataset of Reaction yield outcomes from USPTO patents with 853,638 reactions. Predict the reaction yield, written as a fraction of the theoretical maximum amount of product (1.0 means a 100% yield; for example, 0.34 means a 34% yield). (1) The reactants are [OH:1][C:2]1[CH:20]=[C:19]([O:21][CH3:22])[C:18]([O:23][CH3:24])=[C:17]([O:25][CH3:26])[C:3]=1[C:4](=[O:16])[CH:5]=[CH:6][C:7]1[CH:12]=[CH:11][C:10]([N+:13]([O-:15])=[O:14])=[CH:9][CH:8]=1.II. The catalyst is CS(C)=O. The product is [CH3:26][O:25][C:17]1[C:18]([O:23][CH3:24])=[C:19]([O:21][CH3:22])[CH:20]=[C:2]2[C:3]=1[C:4](=[O:16])[CH:5]=[C:6]([C:7]1[CH:12]=[CH:11][C:10]([N+:13]([O-:15])=[O:14])=[CH:9][CH:8]=1)[O:1]2. The yield is 0.930. (2) The reactants are [CH3:1][N:2]1[C:18]2([CH2:23][CH2:22][N:21](C(OC(C)(C)C)=O)[CH2:20][CH2:19]2)[C:6]2=[CH:7][C:8]([C:14]([F:17])([F:16])[F:15])=[C:9]([C:10]([F:13])([F:12])[F:11])[N:5]2[CH2:4][CH2:3]1.Cl. The catalyst is C(Cl)Cl. The product is [CH3:1][N:2]1[C:18]2([CH2:23][CH2:22][NH:21][CH2:20][CH2:19]2)[C:6]2=[CH:7][C:8]([C:14]([F:15])([F:16])[F:17])=[C:9]([C:10]([F:12])([F:11])[F:13])[N:5]2[CH2:4][CH2:3]1. The yield is 0.0200. (3) The reactants are [Cl:1][C:2]1[CH:10]=[C:9]([Cl:11])[C:5]([C:6]([OH:8])=[O:7])=[C:4]([N+:12]([O-])=O)[C:3]=1[OH:15]. The catalyst is [Fe].C(O)(=O)C. The product is [NH2:12][C:4]1[C:3]([OH:15])=[C:2]([Cl:1])[CH:10]=[C:9]([Cl:11])[C:5]=1[C:6]([OH:8])=[O:7]. The yield is 0.940.